This data is from Reaction yield outcomes from USPTO patents with 853,638 reactions. The task is: Predict the reaction yield, written as a fraction of the theoretical maximum amount of product (1.0 means a 100% yield; for example, 0.34 means a 34% yield). (1) The reactants are [CH3:1][O:2][C:3]1[CH:4]=[C:5]2[C:10](=[CH:11][CH:12]=1)[N:9]=[CH:8][CH:7]=[C:6]2[OH:13].[CH3:14][C:15]1([CH3:25])[O:19][C@H:18]([CH2:20]/[CH:21]=[CH:22]/[CH2:23]O)[CH2:17][O:16]1.C1C=CC(P(C2C=CC=CC=2)C2C=CC=CC=2)=CC=1.CC(OC(/N=N/C(OC(C)C)=O)=O)C. The catalyst is C1COCC1. The product is [CH3:14][C:15]1([CH3:25])[O:19][C@H:18]([CH2:20][CH:21]=[CH:22][CH2:23][O:13][C:6]2[C:5]3[C:10](=[CH:11][CH:12]=[C:3]([O:2][CH3:1])[CH:4]=3)[N:9]=[CH:8][CH:7]=2)[CH2:17][O:16]1. The yield is 0.720. (2) The reactants are [CH3:1][O:2][C:3](=[O:18])[C:4]1[CH:16]=[C:15](I)[CH:14]=[C:6]([C:7]([N:9]([CH3:13])[CH2:10][CH2:11][CH3:12])=[O:8])[CH:5]=1.[F:19][C:20]1[CH:25]=[CH:24][CH:23]=[CH:22][C:21]=1B(O)O.C(=O)([O-])[O-].[K+].[K+]. The catalyst is C1C=CC(/C=C/C(/C=C/C2C=CC=CC=2)=O)=CC=1.C1C=CC(/C=C/C(/C=C/C2C=CC=CC=2)=O)=CC=1.C1C=CC(/C=C/C(/C=C/C2C=CC=CC=2)=O)=CC=1.[Pd].[Pd].O1CCOCC1. The product is [CH3:1][O:2][C:3]([C:4]1[CH:16]=[C:15]([C:21]2[CH:22]=[CH:23][CH:24]=[CH:25][C:20]=2[F:19])[CH:14]=[C:6]([C:7](=[O:8])[N:9]([CH3:13])[CH2:10][CH2:11][CH3:12])[CH:5]=1)=[O:18]. The yield is 0.450. (3) The reactants are [Br:1]N1C(=O)CCC1=O.[CH2:9]=[C:10]1[N:11]=[C:12]([C:33]2[CH:38]=[CH:37][CH:36]=[CH:35][CH:34]=2)[O:13][C:14](=[O:32])/[C:15]/1=[CH:16]/[C:17](/[C:20]([C:22]1[N:30]2[C:25]([CH:26]=[CH:27][CH:28]=[CH:29]2)=[CH:24][C:23]=1[CH3:31])=[O:21])=[CH:18]\[CH3:19]. The catalyst is C(Cl)Cl.CN1C(=O)CCC1. The product is [Br:1][C:24]1[C:23]([CH3:31])=[C:22]([C:20](/[C:17](=[CH:18]/[CH3:19])/[CH:16]=[C:15]2\[C:10](=[CH2:9])[N:11]=[C:12]([C:33]3[CH:34]=[CH:35][CH:36]=[CH:37][CH:38]=3)[O:13][C:14]\2=[O:32])=[O:21])[N:30]2[C:25]=1[CH:26]=[CH:27][CH:28]=[CH:29]2. The yield is 0.850. (4) The reactants are Cl[C:2]1[C:10]([N+:11]([O-:13])=[O:12])=[C:9]2[C:5]([C:6](=[O:15])[C:7](=[O:14])[NH:8]2)=[CH:4][CH:3]=1.[CH3:16][O-:17].[Na+].Cl. The catalyst is CO. The product is [CH3:16][O:17][C:2]1[C:10]([N+:11]([O-:13])=[O:12])=[C:9]2[C:5]([C:6](=[O:15])[C:7](=[O:14])[NH:8]2)=[CH:4][CH:3]=1. The yield is 0.690. (5) The reactants are Cl[C:2]1[C:7]([O:8][C:9]2[CH:14]=[CH:13][C:12]([F:15])=[CH:11][C:10]=2[F:16])=[CH:6][N:5]=[C:4]([S:17]([CH3:20])(=[O:19])=[O:18])[N:3]=1.Br[C:22]1[C:23]2[CH:32]=[C:31](F)[O:30][C:24]=2[C:25](=[O:29])[N:26]([CH3:28])[CH:27]=1.C([O-])(O)=O.[Na+]. The catalyst is O1CCOCC1.O.C1C=CC(P(C2C=CC=CC=2)[C-]2C=CC=C2)=CC=1.C1C=CC(P(C2C=CC=CC=2)[C-]2C=CC=C2)=CC=1.Cl[Pd]Cl.[Fe+2]. The product is [F:16][C:10]1[CH:11]=[C:12]([F:15])[CH:13]=[CH:14][C:9]=1[O:8][C:7]1[C:2]([C:22]2[C:23]3[CH:32]=[CH:31][O:30][C:24]=3[C:25](=[O:29])[N:26]([CH3:28])[CH:27]=2)=[N:3][C:4]([S:17]([CH3:20])(=[O:19])=[O:18])=[N:5][CH:6]=1. The yield is 0.790.